This data is from Peptide-MHC class I binding affinity with 185,985 pairs from IEDB/IMGT. The task is: Regression. Given a peptide amino acid sequence and an MHC pseudo amino acid sequence, predict their binding affinity value. This is MHC class I binding data. The peptide sequence is VELVAEMDG. The MHC is HLA-B18:01 with pseudo-sequence HLA-B18:01. The binding affinity (normalized) is 0.0525.